From a dataset of Catalyst prediction with 721,799 reactions and 888 catalyst types from USPTO. Predict which catalyst facilitates the given reaction. (1) Reactant: [OH-].[Na+].[F:3][C:4]1[CH:12]=[C:11]2[C:7]([CH:8]=[C:9]([CH2:20][O:21][C:22]3[CH:27]=[CH:26][C:25]([C:28]4[CH:33]=[CH:32][C:31]([CH2:34][C:35]([O:37]C)=[O:36])=[CH:30][CH:29]=4)=[CH:24][CH:23]=3)[N:10]2[C:13]([O:15][C:16]([CH3:19])([CH3:18])[CH3:17])=[O:14])=[CH:6][CH:5]=1.Cl. Product: [C:16]([O:15][C:13]([N:10]1[C:11]2[C:7](=[CH:6][CH:5]=[C:4]([F:3])[CH:12]=2)[CH:8]=[C:9]1[CH2:20][O:21][C:22]1[CH:27]=[CH:26][C:25]([C:28]2[CH:29]=[CH:30][C:31]([CH2:34][C:35]([OH:37])=[O:36])=[CH:32][CH:33]=2)=[CH:24][CH:23]=1)=[O:14])([CH3:19])([CH3:17])[CH3:18]. The catalyst class is: 7. (2) Reactant: [F:1][C:2]1([F:13])[O:6][C:5]2[CH:7]=[CH:8][C:9]([CH:11]=[O:12])=[CH:10][C:4]=2[O:3]1.[BH4-].[Na+]. Product: [F:13][C:2]1([F:1])[O:6][C:5]2[CH:7]=[CH:8][C:9]([CH2:11][OH:12])=[CH:10][C:4]=2[O:3]1. The catalyst class is: 5. (3) Reactant: [C:1]([C:3]1[CH:4]=[C:5]([CH:15]=[CH:16][CH:17]=1)[CH2:6]P(=O)(OCC)OCC)#[N:2].[Br:18][C:19]1[CH:20]=[N:21][CH:22]=[C:23]([CH:26]=1)[CH:24]=O.CC(C)([O-])C.[K+]. Product: [Br:18][C:19]1[CH:26]=[C:23](/[CH:24]=[CH:6]/[C:5]2[CH:4]=[C:3]([CH:17]=[CH:16][CH:15]=2)[C:1]#[N:2])[CH:22]=[N:21][CH:20]=1. The catalyst class is: 7. (4) The catalyst class is: 147. Product: [CH3:27][N:28]([CH3:38])[C:29]1[CH:34]=[CH:33][C:32]([C:2]2[N:11]=[C:10]([NH:12][CH:13]([C:21]3[CH:26]=[CH:25][CH:24]=[CH:23][CH:22]=3)[CH2:14][C:15]3[CH:20]=[CH:19][CH:18]=[CH:17][CH:16]=3)[C:9]3[C:4](=[CH:5][CH:6]=[CH:7][CH:8]=3)[N:3]=2)=[CH:31][CH:30]=1. Reactant: Cl[C:2]1[N:11]=[C:10]([NH:12][CH:13]([C:21]2[CH:26]=[CH:25][CH:24]=[CH:23][CH:22]=2)[CH2:14][C:15]2[CH:20]=[CH:19][CH:18]=[CH:17][CH:16]=2)[C:9]2[C:4](=[CH:5][CH:6]=[CH:7][CH:8]=2)[N:3]=1.[CH3:27][N:28]([CH3:38])[C:29]1[CH:34]=[CH:33][C:32](B(O)O)=[CH:31][CH:30]=1.C1(C(C2C=CC=CN=2)CNC2C3C(=CC=CC=3)N=C(C3C=CC(NS(C)(=O)=O)=CC=3)N=2)C=CC=CC=1. (5) Reactant: [CH:1]([C:3]1[C:12]([CH3:13])=[CH:11][C:6]2[C:7](=[O:10])[O:8][CH2:9][C:5]=2[C:4]=1[CH3:14])=[CH2:2].C1C=C(Cl)C=C(C(OO)=[O:23])C=1. Product: [CH3:14][C:4]1[C:5]2[CH2:9][O:8][C:7](=[O:10])[C:6]=2[CH:11]=[C:12]([CH3:13])[C:3]=1[CH:1]1[CH2:2][O:23]1. The catalyst class is: 2. (6) Reactant: C([O:3][C:4](=[O:28])[CH:5]=[C:6]([C:8]1[CH:13]=[CH:12][C:11]([C:14]#[C:15][C:16]2[CH:21]=[CH:20][CH:19]=[C:18]([CH2:22][N:23]([CH:25]3[CH2:27][CH2:26]3)[CH3:24])[CH:17]=2)=[CH:10][CH:9]=1)[CH3:7])C.[OH-].[K+]. Product: [CH:25]1([N:23]([CH2:22][C:18]2[CH:17]=[C:16]([C:15]#[C:14][C:11]3[CH:12]=[CH:13][C:8]([C:6]([CH3:7])=[CH:5][C:4]([OH:28])=[O:3])=[CH:9][CH:10]=3)[CH:21]=[CH:20][CH:19]=2)[CH3:24])[CH2:26][CH2:27]1. The catalyst class is: 199. (7) Reactant: [S:1]1[CH2:6][CH2:5][CH2:4][S:3][CH2:2]1.C([Li])CCC.[CH2:12]([Si:16]([C:24]1[CH:29]=[CH:28][CH:27]=[CH:26][CH:25]=1)([C:18]1[CH:23]=[CH:22][CH:21]=[CH:20][CH:19]=1)F)[CH2:13][CH:14]=[CH2:15]. Product: [CH2:12]([Si:16]([CH:2]1[S:3][CH2:4][CH2:5][CH2:6][S:1]1)([C:24]1[CH:29]=[CH:28][CH:27]=[CH:26][CH:25]=1)[C:18]1[CH:19]=[CH:20][CH:21]=[CH:22][CH:23]=1)[CH2:13][CH:14]=[CH2:15]. The catalyst class is: 1.